Task: Predict the product of the given reaction.. Dataset: Forward reaction prediction with 1.9M reactions from USPTO patents (1976-2016) (1) Given the reactants [CH3:1][O:2][C:3]1[CH:4]=[C:5]([OH:9])[CH:6]=[CH:7][CH:8]=1, predict the reaction product. The product is: [CH3:1][O:2][C@H:3]1[CH2:8][CH2:7][CH2:6][C@H:5]([OH:9])[CH2:4]1. (2) Given the reactants [C:1]([O:3][CH2:4][CH3:5])#[CH:2].B.O1CCCC1.I[C:13]1[CH:18]=[CH:17][C:16]([C:19]2[CH:24]=[CH:23][CH:22]=[CH:21][CH:20]=2)=[CH:15][CH:14]=1.C1(P(C2C=CC=CC=2)C2C=CC=CC=2)C=CC=CC=1.[OH-].[Na+], predict the reaction product. The product is: [CH2:1]([O:3][CH:4]=[CH:5][C:22]1[CH:23]=[CH:24][C:19]([C:16]2[CH:17]=[CH:18][CH:13]=[CH:14][CH:15]=2)=[CH:20][CH:21]=1)[CH3:2]. (3) Given the reactants [Cl:1][C:2]1[CH:27]=[CH:26][C:25](B2OC(C)(C)C(C)(C)O2)=[CH:24][C:3]=1[C:4]([NH:6][C:7]1[N:11]([C:12]2[CH:17]=[CH:16][CH:15]=[CH:14][CH:13]=2)[N:10]=[C:9]([C:18]([NH:20][CH:21]2[CH2:23][CH2:22]2)=[O:19])[CH:8]=1)=[O:5].C(=O)([O-])[O-].[K+].[K+].Cl[C:44]1[N:51]=[CH:50][CH:49]=[CH:48][C:45]=1[C:46]#[N:47], predict the reaction product. The product is: [Cl:1][C:2]1[CH:27]=[CH:26][C:25]([C:44]2[C:45]([C:46]#[N:47])=[CH:48][CH:49]=[CH:50][N:51]=2)=[CH:24][C:3]=1[C:4]([NH:6][C:7]1[N:11]([C:12]2[CH:17]=[CH:16][CH:15]=[CH:14][CH:13]=2)[N:10]=[C:9]([C:18]([NH:20][CH:21]2[CH2:23][CH2:22]2)=[O:19])[CH:8]=1)=[O:5]. (4) Given the reactants C(OC(=O)[NH:7][C:8]1([C:12]2[CH:17]=[CH:16][C:15]([C:18]3[C:19]([C:28]4[CH:33]=[CH:32][CH:31]=[CH:30][CH:29]=4)=[CH:20][C:21]4[N:22]([C:24]([CH3:27])=[CH:25][N:26]=4)[N:23]=3)=[CH:14][CH:13]=2)[CH2:11][CH2:10][CH2:9]1)(C)(C)C.Cl, predict the reaction product. The product is: [CH3:27][C:24]1[N:22]2[N:23]=[C:18]([C:15]3[CH:14]=[CH:13][C:12]([C:8]4([NH2:7])[CH2:11][CH2:10][CH2:9]4)=[CH:17][CH:16]=3)[C:19]([C:28]3[CH:29]=[CH:30][CH:31]=[CH:32][CH:33]=3)=[CH:20][C:21]2=[N:26][CH:25]=1. (5) Given the reactants [C:1]([Si:5]([O:8][C:9]1[CH:14]=[CH:13][C:12]([F:15])=[CH:11][C:10]=1[F:16])([CH3:7])[CH3:6])([CH3:4])([CH3:3])[CH3:2].C([Li])CCC.CN(C)[CH:24]=[O:25].O, predict the reaction product. The product is: [C:1]([Si:5]([CH3:7])([CH3:6])[O:8][C:9]1[C:10]([F:16])=[C:11]([C:12]([F:15])=[CH:13][CH:14]=1)[CH:24]=[O:25])([CH3:4])([CH3:2])[CH3:3]. (6) Given the reactants Cl[C:2]1[C:7]([F:8])=[C:6]([Cl:9])[N:5]=[C:4]([S:10][CH3:11])[N:3]=1.[CH3:12][NH:13][CH2:14][C:15]1[S:16][CH:17]=[CH:18][N:19]=1.C(N(CC)CC)C, predict the reaction product. The product is: [Cl:9][C:6]1[N:5]=[C:4]([S:10][CH3:11])[N:3]=[C:2]([N:13]([CH3:12])[CH2:14][C:15]2[S:16][CH:17]=[CH:18][N:19]=2)[C:7]=1[F:8]. (7) Given the reactants Cl/[C:2](=[C:4]1\[C@H:5]2[C@@H:7]([CH2:8][C:9]\1=O)[C:6]2([CH3:12])[CH3:11])/[CH3:3].[C:13]([CH2:15][S:16]C(=O)C)#[N:14], predict the reaction product. The product is: [CH3:11][C:6]1([CH3:12])[C@@H:7]2[CH2:8][C:9]3[C:4]([C@H:5]12)=[C:2]([CH3:3])[S:16][C:15]=3[C:13]#[N:14].